Predict the product of the given reaction. From a dataset of Forward reaction prediction with 1.9M reactions from USPTO patents (1976-2016). (1) Given the reactants [F:1][C:2]1[CH:9]=[C:8]([F:10])[C:7]([C:11]2[CH:12]=[N:13][CH:14]=[N:15][CH:16]=2)=[CH:6][C:3]=1[CH:4]=O.[NH2:17][C:18]([NH2:20])=[S:19].[CH3:21][O:22][C:23]1[CH:24]=[C:25]([CH:28]=[CH:29][C:30]=1[O:31][CH3:32])[CH:26]=[CH2:27].Cl[Si](C)(C)C, predict the reaction product. The product is: [F:1][C:2]1[CH:9]=[C:8]([F:10])[C:7]([C:11]2[CH:12]=[N:13][CH:14]=[N:15][CH:16]=2)=[CH:6][C:3]=1[CH:4]1[CH2:27][CH:26]([C:25]2[CH:28]=[CH:29][C:30]([O:31][CH3:32])=[C:23]([O:22][CH3:21])[CH:24]=2)[S:19][C:18]([NH2:20])=[N:17]1. (2) Given the reactants [C:1](=[O:8])([O:3][C:4]([CH3:7])([CH3:6])[CH3:5])[NH2:2].[C:9]1([S:15]([O-:17])=[O:16])[CH:14]=[CH:13][CH:12]=[CH:11][CH:10]=1.[Na+].[C:19]([O:23][C:24]([N:26]1[CH2:30][CH2:29][CH:28]([CH:31]=O)[CH2:27]1)=[O:25])([CH3:22])([CH3:21])[CH3:20].C(O)=O, predict the reaction product. The product is: [C:4]([O:3][C:1]([N:2]1[CH2:30][CH2:29][CH:28]([CH:27]([S:15]([C:9]2[CH:14]=[CH:13][CH:12]=[CH:11][CH:10]=2)(=[O:17])=[O:16])[NH:26][C:24]([O:23][C:19]([CH3:21])([CH3:20])[CH3:22])=[O:25])[CH2:31]1)=[O:8])([CH3:7])([CH3:6])[CH3:5]. (3) Given the reactants [F:1][C:2]1[C:22]([F:23])=[CH:21][C:5]2[N:6]([CH2:9][C:10]3[CH:20]=[CH:19][C:13]4[N:14]=[C:15]([S:17][CH3:18])[S:16][C:12]=4[CH:11]=3)[CH:7]=[N:8][C:4]=2[CH:3]=1.ClC1C=CC=C(C(OO)=[O:32])C=1, predict the reaction product. The product is: [F:1][C:2]1[C:22]([F:23])=[CH:21][C:5]2[N:6]([CH2:9][C:10]3[CH:20]=[CH:19][C:13]4[N:14]=[C:15]([S:17]([CH3:18])=[O:32])[S:16][C:12]=4[CH:11]=3)[CH:7]=[N:8][C:4]=2[CH:3]=1. (4) Given the reactants C1([O:4][S:5](=[O:8])(=[O:7])[NH2:6])CC1.[F:9][C:10]1[CH:15]=[CH:14][CH:13]=[CH:12][C:11]=1[OH:16], predict the reaction product. The product is: [F:9][C:10]1[CH:15]=[CH:14][CH:13]=[CH:12][C:11]=1[NH:6][S:5](=[O:8])(=[O:7])[O-:4].[F:9][C:10]1[CH:15]=[CH:14][CH:13]=[CH:12][C:11]=1[O:16][S:5](=[O:7])(=[O:4])[NH2:6].